From a dataset of Forward reaction prediction with 1.9M reactions from USPTO patents (1976-2016). Predict the product of the given reaction. (1) Given the reactants [Cl:1][C:2]1[CH:3]=[C:4]([N:9]2[CH2:24][CH:12]3[CH2:13][N:14](C(OC(C)(C)C)=O)[CH2:15][CH2:16][N:11]3[C:10]2=[O:25])[CH:5]=[CH:6][C:7]=1[Cl:8], predict the reaction product. The product is: [ClH:1].[Cl:1][C:2]1[CH:3]=[C:4]([N:9]2[CH2:24][CH:12]3[CH2:13][NH:14][CH2:15][CH2:16][N:11]3[C:10]2=[O:25])[CH:5]=[CH:6][C:7]=1[Cl:8]. (2) Given the reactants C[O:2][C:3]([C:5]1[CH:6]=[C:7]2[C:12](=[CH:13][CH:14]=1)[N:11]=[CH:10][C:9]([Br:15])=[CH:8]2)=[O:4].O1CCCC1.CO.O.[OH-].[Li+:25], predict the reaction product. The product is: [Li+:25].[Br:15][C:9]1[CH:10]=[N:11][C:12]2[C:7]([CH:8]=1)=[CH:6][C:5]([C:3]([O-:4])=[O:2])=[CH:14][CH:13]=2. (3) The product is: [CH2:50]([O:49][C:48]1[C:47](=[O:57])[N:46]=[C:45]([CH2:58][C:59]2([N:64]3[C:68]4=[N:69][CH:70]=[CH:71][CH:72]=[C:67]4[CH:66]=[CH:65]3)[CH2:63][CH2:62][CH2:61][CH2:60]2)[N:44]2[CH2:38][CH2:39][N:40]([CH:73]([CH3:74])[CH3:75])[C:41](=[O:42])[C:43]=12)[C:51]1[CH:56]=[CH:55][CH:54]=[CH:53][CH:52]=1. Given the reactants C(OC1C(=O)N=C(CC2(N3C4=NC=CC=C4C=C3)CCCC2)N2CCN(C)C(=O)C=12)C1C=CC=CC=1.O[CH2:38][CH2:39][N:40]([CH:73]([CH3:75])[CH3:74])[C:41]([C:43]1[C:48]([O:49][CH2:50][C:51]2[CH:56]=[CH:55][CH:54]=[CH:53][CH:52]=2)=[C:47]([OH:57])[N:46]=[C:45]([CH2:58][C:59]2([N:64]3[C:68]4=[N:69][CH:70]=[CH:71][CH:72]=[C:67]4[CH:66]=[CH:65]3)[CH2:63][CH2:62][CH2:61][CH2:60]2)[N:44]=1)=[O:42], predict the reaction product. (4) Given the reactants Cl.Cl.[CH3:3][C:4]1[CH:5]=[CH:6][C:7]([NH:10][C@H:11]2[CH2:16][CH2:15][C@H:14]([NH2:17])[CH2:13][CH2:12]2)=[N:8][CH:9]=1.[Cl:18][C:19]1[C:20]([C:25]([CH3:30])([CH3:29])[C:26](O)=[O:27])=[N:21][CH:22]=[CH:23][N:24]=1.CN(C(ON1N=NC2C=CC=NC1=2)=[N+](C)C)C.F[P-](F)(F)(F)(F)F.C(N(CC)CC)C, predict the reaction product. The product is: [Cl:18][C:19]1[C:20]([C:25]([CH3:30])([CH3:29])[C:26]([NH:17][C@H:14]2[CH2:15][CH2:16][C@H:11]([NH:10][C:7]3[CH:6]=[CH:5][C:4]([CH3:3])=[CH:9][N:8]=3)[CH2:12][CH2:13]2)=[O:27])=[N:21][CH:22]=[CH:23][N:24]=1. (5) Given the reactants [C:1]1([P:7]([C:15]2[CH:20]=[CH:19][CH:18]=[CH:17][CH:16]=2)[C:8]2[N:13]=[C:12]([NH2:14])[CH:11]=[CH:10][CH:9]=2)[CH:6]=[CH:5][CH:4]=[CH:3][CH:2]=1.C(N(CC)CC)C.[C:28](OC(=O)C)(=[O:30])[CH3:29], predict the reaction product. The product is: [C:15]1([P:7]([C:1]2[CH:2]=[CH:3][CH:4]=[CH:5][CH:6]=2)[C:8]2[N:13]=[C:12]([NH:14][C:28](=[O:30])[CH3:29])[CH:11]=[CH:10][CH:9]=2)[CH:16]=[CH:17][CH:18]=[CH:19][CH:20]=1. (6) Given the reactants C[O:2][C:3]1[CH:4]=[C:5]2[C:28](=[CH:29][C:30]=1[CH3:31])[C:9]1=[N:10][O:11][C:12]([C:13]3[C:17]([C:18]([F:21])([F:20])[F:19])=[C:16]([C:22]4[CH:27]=[CH:26][CH:25]=[CH:24][CH:23]=4)[O:15][N:14]=3)=[C:8]1[CH2:7][CH2:6]2.B(Br)(Br)Br, predict the reaction product. The product is: [CH3:31][C:30]1[CH:29]=[C:28]2[C:5]([CH2:6][CH2:7][C:8]3[C:9]2=[N:10][O:11][C:12]=3[C:13]2[C:17]([C:18]([F:21])([F:20])[F:19])=[C:16]([C:22]3[CH:23]=[CH:24][CH:25]=[CH:26][CH:27]=3)[O:15][N:14]=2)=[CH:4][C:3]=1[OH:2].